From a dataset of Peptide-MHC class I binding affinity with 185,985 pairs from IEDB/IMGT. Regression. Given a peptide amino acid sequence and an MHC pseudo amino acid sequence, predict their binding affinity value. This is MHC class I binding data. (1) The peptide sequence is ALAVLSKCY. The MHC is HLA-B18:01 with pseudo-sequence HLA-B18:01. The binding affinity (normalized) is 0.213. (2) The peptide sequence is LPGPDTRHL. The MHC is HLA-A31:01 with pseudo-sequence HLA-A31:01. The binding affinity (normalized) is 0. (3) The peptide sequence is LESLWAPFGV. The binding affinity (normalized) is 0.0417. The MHC is HLA-B44:02 with pseudo-sequence HLA-B44:02. (4) The binding affinity (normalized) is 0.0847. The peptide sequence is KELNIGRTF. The MHC is HLA-A01:01 with pseudo-sequence HLA-A01:01.